Dataset: Full USPTO retrosynthesis dataset with 1.9M reactions from patents (1976-2016). Task: Predict the reactants needed to synthesize the given product. (1) Given the product [Cl:23][C:24]1[CH:30]=[C:29]([F:31])[C:27]([NH:28][C:2]2[C:11]3[C:6](=[CH:7][C:8]([O:14][CH2:15][CH:16]4[CH2:21][CH2:20][N:19]([CH3:22])[CH2:18][CH2:17]4)=[C:9]([O:12][CH3:13])[CH:10]=3)[N:5]=[CH:4][N:3]=2)=[C:26]([F:32])[CH:25]=1, predict the reactants needed to synthesize it. The reactants are: Cl[C:2]1[C:11]2[C:6](=[CH:7][C:8]([O:14][CH2:15][CH:16]3[CH2:21][CH2:20][N:19]([CH3:22])[CH2:18][CH2:17]3)=[C:9]([O:12][CH3:13])[CH:10]=2)[N:5]=[CH:4][N:3]=1.[Cl:23][C:24]1[CH:30]=[C:29]([F:31])[C:27]([NH2:28])=[C:26]([F:32])[CH:25]=1.[H-].[Na+]. (2) Given the product [N:12]1([C:19]([C:21]2[CH:38]=[CH:37][C:24]([NH:25][C:26]3[C:35]4[C:30](=[CH:31][CH:32]=[CH:33][C:34]=4[O:3][CH:4]4[CH2:9][CH2:8][N:7]([CH3:10])[CH2:6][CH2:5]4)[N:29]=[CH:28][N:27]=3)=[CH:23][C:22]=2[Cl:39])=[O:20])[CH2:18][CH2:17][CH2:16][CH2:15][CH2:14][CH2:13]1, predict the reactants needed to synthesize it. The reactants are: [H-].[Na+].[OH:3][CH:4]1[CH2:9][CH2:8][N:7]([CH3:10])[CH2:6][CH2:5]1.Cl.[N:12]1([C:19]([C:21]2[CH:38]=[CH:37][C:24]([NH:25][C:26]3[C:35]4[C:30](=[CH:31][CH:32]=[CH:33][C:34]=4F)[N:29]=[CH:28][N:27]=3)=[CH:23][C:22]=2[Cl:39])=[O:20])[CH2:18][CH2:17][CH2:16][CH2:15][CH2:14][CH2:13]1.